This data is from Full USPTO retrosynthesis dataset with 1.9M reactions from patents (1976-2016). The task is: Predict the reactants needed to synthesize the given product. The reactants are: [NH:1]1[C:9]2[C:4](=[CH:5][CH:6]=[CH:7][CH:8]=2)[C:3]([C:10]([OH:12])=[O:11])=[CH:2]1.[CH2:13](O)[CH3:14]. Given the product [CH2:13]([O:11][C:10]([C:3]1[C:4]2[C:9](=[CH:8][CH:7]=[CH:6][CH:5]=2)[NH:1][CH:2]=1)=[O:12])[CH3:14], predict the reactants needed to synthesize it.